From a dataset of Catalyst prediction with 721,799 reactions and 888 catalyst types from USPTO. Predict which catalyst facilitates the given reaction. (1) Reactant: [O:1]1[CH:5]=[CH:4][C:3]([O:6][CH2:7][C@@H:8]2[O:12][C:11](=[O:13])[N:10]([C:14]3[CH:15]=[CH:16][C:17]4[C:23](=[O:24])[CH2:22][CH2:21][CH2:20][CH2:19][C:18]=4[CH:25]=3)[CH2:9]2)=[N:2]1.[BH4-].[Na+]. Product: [OH:24][CH:23]1[C:17]2[CH:16]=[CH:15][C:14]([N:10]3[CH2:9][C@H:8]([CH2:7][O:6][C:3]4[CH:4]=[CH:5][O:1][N:2]=4)[O:12][C:11]3=[O:13])=[CH:25][C:18]=2[CH2:19][CH2:20][CH2:21][CH2:22]1. The catalyst class is: 5. (2) Reactant: [NH2:1][CH2:2][C@H:3]1[CH2:12][CH2:11][C:10]2[C:5](=[CH:6][CH:7]=[CH:8][CH:9]=2)[O:4]1.[F:13][C:14]1[CH:19]=[CH:18][C:17]([C:20]2[CH:21]=[C:22]([CH:26]=O)[CH:23]=[N:24][CH:25]=2)=[CH:16][CH:15]=1.[H][H]. Product: [F:13][C:14]1[CH:15]=[CH:16][C:17]([C:20]2[CH:21]=[C:22]([CH2:26][NH:1][CH2:2][C@H:3]3[CH2:12][CH2:11][C:10]4[C:5](=[CH:6][CH:7]=[CH:8][CH:9]=4)[O:4]3)[CH:23]=[N:24][CH:25]=2)=[CH:18][CH:19]=1. The catalyst class is: 123. (3) Product: [ClH:27].[N:4]1([C:7](=[O:26])[CH2:8][C@@H:9]2[CH2:18][C:17]3[C:12](=[CH:13][CH:14]=[CH:15][CH:16]=3)[CH2:11][NH:10]2)[CH2:5][CH2:6][O:1][CH2:2][CH2:3]1. Reactant: [O:1]1[CH2:6][CH2:5][N:4]([C:7](=[O:26])[CH2:8][C@@H:9]2[CH2:18][C:17]3[C:12](=[CH:13][CH:14]=[CH:15][CH:16]=3)[CH2:11][N:10]2C(OC(C)(C)C)=O)[CH2:3][CH2:2]1.[ClH:27]. The catalyst class is: 4. (4) Reactant: [CH2:1]([O:3][P:4]([CH:9]([F:13])[C:10]([OH:12])=O)([O:6][CH2:7][CH3:8])=[O:5])[CH3:2].CN(C(ON1N=NC2C=CC=NC1=2)=[N+](C)C)C.F[P-](F)(F)(F)(F)F.[Cl:38][C:39]1[CH:40]=[C:41]([NH:46][C:47]2[C:56]3[C:51](=[CH:52][C:53]([O:58][CH3:59])=[C:54]([NH2:57])[CH:55]=3)[N:50]=[CH:49][N:48]=2)[CH:42]=[CH:43][C:44]=1[F:45]. Product: [CH2:7]([O:6][P:4]([CH:9]([F:13])[C:10]([NH:57][C:54]1[CH:55]=[C:56]2[C:51](=[CH:52][C:53]=1[O:58][CH3:59])[N:50]=[CH:49][N:48]=[C:47]2[NH:46][C:41]1[CH:42]=[CH:43][C:44]([F:45])=[C:39]([Cl:38])[CH:40]=1)=[O:12])(=[O:5])[O:3][CH2:1][CH3:2])[CH3:8]. The catalyst class is: 3. (5) Reactant: C([N:3]1[C:15]2[C:14]([O:16][CH3:17])=[CH:13][CH:12]=[C:11]([S:18](Cl)(=[O:20])=[O:19])[C:10]=2[C:9]2[C:4]1=[CH:5][CH:6]=[CH:7][CH:8]=2)=O.[NH2:22][C:23]1[CH:28]=[CH:27][N:26]=[CH:25][CH:24]=1. Product: [CH3:17][O:16][C:14]1[C:15]2[NH:3][C:4]3[C:9](=[CH:8][CH:7]=[CH:6][CH:5]=3)[C:10]=2[C:11]([S:18]([NH:22][C:23]2[CH:28]=[CH:27][N:26]=[CH:25][CH:24]=2)(=[O:19])=[O:20])=[CH:12][CH:13]=1. The catalyst class is: 17.